This data is from Reaction yield outcomes from USPTO patents with 853,638 reactions. The task is: Predict the reaction yield, written as a fraction of the theoretical maximum amount of product (1.0 means a 100% yield; for example, 0.34 means a 34% yield). (1) The reactants are Cl[C:2]1[C:7]([F:8])=[C:6](Cl)[N:5]=[C:4]([CH2:10][CH3:11])[N:3]=1.[CH3:12][N:13]1[CH2:18][CH2:17][NH:16][CH2:15][CH2:14]1.CCN(C(C)C)C(C)C.[NH2:28][NH2:29]. The catalyst is C(Cl)Cl.CO.O1CCOCC1. The product is [CH2:10]([C:4]1[N:5]=[C:6]([NH:28][NH2:29])[C:7]([F:8])=[C:2]([N:16]2[CH2:17][CH2:18][N:13]([CH3:12])[CH2:14][CH2:15]2)[N:3]=1)[CH3:11]. The yield is 0.690. (2) The reactants are [Br:1][C:2]1[CH:3]=[C:4]([OH:8])[CH:5]=[CH:6][CH:7]=1.Cl[CH2:10][CH2:11][N:12]1[CH2:16][CH2:15][CH2:14][CH2:13]1.C(=O)([O-])[O-].[K+].[K+]. The catalyst is CN(C=O)C. The product is [Br:1][C:2]1[CH:3]=[C:4]([CH:5]=[CH:6][CH:7]=1)[O:8][CH2:10][CH2:11][N:12]1[CH2:16][CH2:15][CH2:14][CH2:13]1. The yield is 0.430. (3) The reactants are [F:1][C:2]1[CH:7]=[CH:6][CH:5]=[CH:4][C:3]=1[C:8]1[NH:12][CH:11]=[C:10]([CH:13]=[O:14])[C:9]=1[I:15].[H-].[Na+].C1OCCOCCOCCOCCOC1.[N:33]1[CH:38]=[CH:37][CH:36]=[C:35]([S:39](Cl)(=[O:41])=[O:40])[CH:34]=1. The catalyst is O1CCCC1.[Cl-].[Na+].O. The product is [F:1][C:2]1[CH:7]=[CH:6][CH:5]=[CH:4][C:3]=1[C:8]1[N:12]([S:39]([C:35]2[CH:34]=[N:33][CH:38]=[CH:37][CH:36]=2)(=[O:41])=[O:40])[CH:11]=[C:10]([CH:13]=[O:14])[C:9]=1[I:15]. The yield is 0.930.